This data is from Full USPTO retrosynthesis dataset with 1.9M reactions from patents (1976-2016). The task is: Predict the reactants needed to synthesize the given product. (1) Given the product [C:48]([O:47][C@@H:35]1[C@@H:34]([CH2:33][OH:32])[S:38][C@@H:37]([N:39]2[CH:46]=[CH:45][C:43](=[O:44])[NH:42][C:40]2=[O:41])[CH2:36]1)(=[O:50])[CH3:49], predict the reactants needed to synthesize it. The reactants are: FC(F)(F)C(O)=O.ClCCl.COC1C=CC(C([O:32][CH2:33][C@H:34]2[S:38][C@@H:37]([N:39]3[CH:46]=[CH:45][C:43](=[O:44])[NH:42][C:40]3=[O:41])[CH2:36][C@@H:35]2[O:47][C:48](=[O:50])[CH3:49])(C2C=CC=CC=2)C2C=CC(OC)=CC=2)=CC=1. (2) Given the product [F:1][C:2]([F:27])([C:8]1[CH:13]=[CH:12][C:11](=[O:14])[N:10]([CH3:15])[N:9]=1)[C:3]([O:5][CH2:6][CH3:7])=[O:4], predict the reactants needed to synthesize it. The reactants are: [F:1][CH:2]([C:8]1[CH:13]=[CH:12][C:11](=[O:14])[N:10]([CH3:15])[N:9]=1)[C:3]([O:5][CH2:6][CH3:7])=[O:4].C[Si](C)(C)[N-][Si](C)(C)C.[Li+].[B-](F)(F)(F)[F:27].[B-](F)(F)(F)F.C1[N+]2(CCl)CC[N+](F)(CC2)C1. (3) Given the product [F:9][C:2]([F:10])([S:19]([O-:21])=[O:20])[C:3]([F:8])([F:7])[CH2:4][CH2:5][OH:6].[Na+:18], predict the reactants needed to synthesize it. The reactants are: Br[C:2]([F:10])([F:9])[C:3]([F:8])([F:7])[CH2:4][CH2:5][OH:6].C(#N)C.C(=O)([O-])O.[Na+:18].[S:19](S([O-])=O)([O-:21])=[O:20].[Na+].[Na+]. (4) Given the product [Cl:14][C:15]1[CH:22]=[C:19]([CH3:20])[C:18]([OH:23])=[C:17]([CH:16]=1)[CH2:24][N:4]1[CH2:5][CH2:6][N:1]([C:7]2[N:12]=[CH:11][NH:10][C:9](=[O:13])[CH:8]=2)[CH2:2][CH2:3]1, predict the reactants needed to synthesize it. The reactants are: [N:1]1([C:7]2[N:12]=[CH:11][NH:10][C:9](=[O:13])[CH:8]=2)[CH2:6][CH2:5][NH:4][CH2:3][CH2:2]1.[Cl:14][C:15]1[CH:16]=[C:17]([CH3:24])[C:18]([OH:23])=[C:19]([CH:22]=1)[CH:20]=O. (5) Given the product [Br:7][C:13]1[CH2:12][C:11]([CH3:18])([CH3:10])[CH2:16][CH2:15][C:14]=1[CH2:3][OH:4], predict the reactants needed to synthesize it. The reactants are: CN(C)[CH:3]=[O:4].P(Br)(Br)[Br:7].[CH3:10][C:11]1([CH3:18])[CH2:16][CH2:15][CH2:14][C:13](=O)[CH2:12]1.C(=O)(O)[O-].[Na+]. (6) Given the product [C:1]1([C@@H:7]([NH:9][C:17](=[O:19])[CH3:18])[CH3:8])[CH:6]=[CH:5][CH:4]=[CH:3][CH:2]=1, predict the reactants needed to synthesize it. The reactants are: [C:1]1([C@@H:7]([NH2:9])[CH3:8])[CH:6]=[CH:5][CH:4]=[CH:3][CH:2]=1.C(N(CC)CC)C.[C:17](Cl)(=[O:19])[CH3:18].O. (7) Given the product [CH3:35][C:31]1[N:30]=[C:29]([C:19](=[O:18])[C:20]([C:22]2[CH:27]=[CH:26][CH:25]=[C:24]([CH3:28])[N:23]=2)=[O:21])[CH:34]=[CH:33][CH:32]=1.[N:48]1[CH:49]=[CH:50][CH:51]=[CH:52][C:47]=1[C:37](=[O:36])[C:38]([C:40]1[CH:45]=[CH:44][CH:43]=[C:42]([CH3:46])[N:41]=1)=[O:39], predict the reactants needed to synthesize it. The reactants are: N1C=CC=CC=1C=O.CC1N=C(CO)C=CC=1.[OH:18][CH:19]([C:29]1[CH:34]=[CH:33][CH:32]=[C:31]([CH3:35])[N:30]=1)[C:20]([C:22]1[CH:27]=[CH:26][CH:25]=[C:24]([CH3:28])[N:23]=1)=[O:21].[OH:36][CH:37]([C:47]1[CH:52]=[CH:51][CH:50]=[CH:49][N:48]=1)[C:38]([C:40]1[CH:45]=[CH:44][CH:43]=[C:42]([CH3:46])[N:41]=1)=[O:39]. (8) Given the product [CH2:1]([OH:10])[CH:2]([OH:3])[CH:4]([OH:5])[CH:6]([OH:7])[CH:8]=[O:9], predict the reactants needed to synthesize it. The reactants are: [CH2:1]([OH:10])[C@@H:2]([C@H:4]([C@@H:6]([CH2:8][OH:9])[OH:7])[OH:5])[OH:3]. (9) Given the product [CH2:16]([C@@H:11]1[C:12](=[O:13])[NH:1][C:4]2[N:5]=[CH:6][CH:7]=[CH:8][C:9]=2[NH:10]1)[C:17]#[CH:18], predict the reactants needed to synthesize it. The reactants are: [N+:1]([C:4]1[C:9]([NH:10][C@H:11]([CH2:16][C:17]#[CH:18])[C:12](OC)=[O:13])=[CH:8][CH:7]=[CH:6][N:5]=1)([O-])=O.[NH4+].[Cl-].CCN(CC)CC. (10) Given the product [C:20]([C:12]1[CH:13]=[C:14]([C:16]([CH3:17])([CH3:18])[CH3:19])[CH:15]=[C:10]([N:2]2[N:3]=[C:4]3[C:9]([Br:28])=[CH:8][CH:7]=[C:6]([Br:27])[C:5]3=[N:1]2)[C:11]=1[OH:24])([CH3:23])([CH3:22])[CH3:21], predict the reactants needed to synthesize it. The reactants are: [N:1]1[N:2]([C:10]2[CH:15]=[C:14]([C:16]([CH3:19])([CH3:18])[CH3:17])[CH:13]=[C:12]([C:20]([CH3:23])([CH3:22])[CH3:21])[C:11]=2[OH:24])[N:3]=[C:4]2[CH:9]=[CH:8][CH:7]=[CH:6][C:5]=12.[OH-].[Na+].[BrH:27].[Br:28]Br.